Dataset: hERG potassium channel inhibition data for cardiac toxicity prediction from Karim et al.. Task: Regression/Classification. Given a drug SMILES string, predict its toxicity properties. Task type varies by dataset: regression for continuous values (e.g., LD50, hERG inhibition percentage) or binary classification for toxic/non-toxic outcomes (e.g., AMES mutagenicity, cardiotoxicity, hepatotoxicity). Dataset: herg_karim. (1) The molecule is O=C(NC[C@@H]1CCCCN1)c1cc(OCC(F)(F)F)ccc1OCC(F)(F)F. The result is 1 (blocker). (2) The drug is O=c1nc(NC2CCN(Cc3ccc4c(c3)OCO4)CC2)c2cc(Cl)ccc2n1CC(F)(F)F. The result is 1 (blocker).